From a dataset of NCI-60 drug combinations with 297,098 pairs across 59 cell lines. Regression. Given two drug SMILES strings and cell line genomic features, predict the synergy score measuring deviation from expected non-interaction effect. (1) Drug 1: CC1=C2C(C(=O)C3(C(CC4C(C3C(C(C2(C)C)(CC1OC(=O)C(C(C5=CC=CC=C5)NC(=O)OC(C)(C)C)O)O)OC(=O)C6=CC=CC=C6)(CO4)OC(=O)C)O)C)O. Drug 2: CN(C(=O)NC(C=O)C(C(C(CO)O)O)O)N=O. Cell line: IGROV1. Synergy scores: CSS=13.5, Synergy_ZIP=-2.17, Synergy_Bliss=6.28, Synergy_Loewe=-4.85, Synergy_HSA=5.52. (2) Cell line: ACHN. Synergy scores: CSS=85.8, Synergy_ZIP=-2.30, Synergy_Bliss=-1.81, Synergy_Loewe=-2.78, Synergy_HSA=1.44. Drug 2: C1CN(CCN1C(=O)CCBr)C(=O)CCBr. Drug 1: CN(CCCl)CCCl.Cl.